Dataset: Reaction yield outcomes from USPTO patents with 853,638 reactions. Task: Predict the reaction yield, written as a fraction of the theoretical maximum amount of product (1.0 means a 100% yield; for example, 0.34 means a 34% yield). The reactants are [CH3:1][O:2][C:3]1[CH:4]=[C:5]2[C:10](=[CH:11][C:12]=1[O:13][CH3:14])[N:9]=[CH:8][N:7]=[C:6]2[O:15][C:16]1[CH:22]=[CH:21][C:19]([NH2:20])=[CH:18][CH:17]=1.Cl[C:24](Cl)([O:26]C(=O)OC(Cl)(Cl)Cl)Cl.[CH3:35][CH2:36][CH2:37][CH2:38][CH:39]([OH:44])[CH2:40][CH2:41][CH2:42][CH3:43].C(=O)(O)[O-].[Na+]. The catalyst is C(Cl)Cl.C(N(CC)CC)C.C1(C)C=CC=CC=1. The yield is 0.440. The product is [CH3:1][O:2][C:3]1[CH:4]=[C:5]2[C:10](=[CH:11][C:12]=1[O:13][CH3:14])[N:9]=[CH:8][N:7]=[C:6]2[O:15][C:16]1[CH:22]=[CH:21][C:19]([NH:20][C:24](=[O:26])[O:44][CH:39]([CH2:40][CH2:41][CH2:42][CH3:43])[CH2:38][CH2:37][CH2:36][CH3:35])=[CH:18][CH:17]=1.